This data is from HIV replication inhibition screening data with 41,000+ compounds from the AIDS Antiviral Screen. The task is: Binary Classification. Given a drug SMILES string, predict its activity (active/inactive) in a high-throughput screening assay against a specified biological target. (1) The molecule is CCSCCCCCCCCCCCC(=O)O. The result is 1 (active). (2) The molecule is O=C(Cc1ccc(Cl)cc1)NC(NC(=O)Cc1ccc(Cl)cc1)C(Cl)(Cl)Cl. The result is 0 (inactive). (3) The compound is O=C(O)c1ccccc1-n1nc(C(=O)O)c(N=Nc2ccc(C=Cc3ccc(N=Nc4c(C(=O)O)nn(-c5ccccc5C(=O)O)c4O)cc3S(=O)(=O)O)c(S(=O)(=O)O)c2)c1O.[Cu].[NaH]. The result is 0 (inactive). (4) The molecule is COC(=O)c1cc(=NNC(=O)CC(=O)Nc2ccccc2Cl)c2ccccc2o1. The result is 1 (active). (5) The molecule is O=C(O)CCC1CCc2cccc(OCC(=O)O)c2C1=O. The result is 0 (inactive). (6) The drug is Cn1c(=O)c(N=Nc2c(=O)n(C)c(=O)n3c2[nH]c2ccccc23)c2[nH]c3ccccc3n2c1=O. The result is 0 (inactive).